The task is: Predict which catalyst facilitates the given reaction.. This data is from Catalyst prediction with 721,799 reactions and 888 catalyst types from USPTO. (1) Reactant: [NH2:1][C:2]1[N:7]=[C:6]([C:8]2[CH:15]=[CH:14][C:11]([C:12]#[N:13])=[C:10](F)[CH:9]=2)[CH:5]=[C:4]([NH:17][CH2:18][CH:19]2[CH2:24][CH2:23][CH2:22][CH2:21][CH2:20]2)[N:3]=1.O.[NH2:26][NH2:27]. Product: [NH2:13][C:12]1[C:11]2[C:10](=[CH:9][C:8]([C:6]3[N:7]=[C:2]([NH2:1])[N:3]=[C:4]([NH:17][CH2:18][CH:19]4[CH2:24][CH2:23][CH2:22][CH2:21][CH2:20]4)[CH:5]=3)=[CH:15][CH:14]=2)[NH:27][N:26]=1. The catalyst class is: 14. (2) Reactant: [BH4-].[Na+].[CH:3]1([C:9]2[C:10]3[CH:11]=[CH:12][C:13]([C:28]([O:30][CH3:31])=[O:29])=[CH:14][C:15]=3[N:16]3[CH2:22][C:21](=[O:23])[CH2:20][C:19]4[CH:24]=[CH:25][CH:26]=[CH:27][C:18]=4[C:17]=23)[CH2:8][CH2:7][CH2:6][CH2:5][CH2:4]1. Product: [CH:3]1([C:9]2[C:10]3[CH:11]=[CH:12][C:13]([C:28]([O:30][CH3:31])=[O:29])=[CH:14][C:15]=3[N:16]3[CH2:22][CH:21]([OH:23])[CH2:20][C:19]4[CH:24]=[CH:25][CH:26]=[CH:27][C:18]=4[C:17]=23)[CH2:4][CH2:5][CH2:6][CH2:7][CH2:8]1. The catalyst class is: 111. (3) Reactant: [OH-].[Li+].[Cl:3][C:4]1[S:8][C:7]([C:9]2[N:10]=[C:11]([N:18]3[C:26]4[C:21](=[CH:22][C:23]([C:27]([O:29]C)=[O:28])=[CH:24][CH:25]=4)[CH2:20][CH2:19]3)[C:12]3[CH2:17][CH2:16][CH2:15][C:13]=3[N:14]=2)=[CH:6][CH:5]=1. Product: [Cl:3][C:4]1[S:8][C:7]([C:9]2[N:10]=[C:11]([N:18]3[C:26]4[C:21](=[CH:22][C:23]([C:27]([OH:29])=[O:28])=[CH:24][CH:25]=4)[CH2:20][CH2:19]3)[C:12]3[CH2:17][CH2:16][CH2:15][C:13]=3[N:14]=2)=[CH:6][CH:5]=1. The catalyst class is: 1. (4) Reactant: Br[C:2]1[CH:3]=[C:4]2[C:9](=[CH:10][C:11]=1[O:12][CH2:13][CH3:14])[N:8]=[CH:7][C:6]([C:15]([NH2:17])=[O:16])=[C:5]2[NH:18][C:19]1[CH:24]=[CH:23][C:22]([F:25])=[CH:21][C:20]=1[F:26].CC1(C)C(C)(C)OB([C:35]2[CH2:36][CH2:37][N:38]([C:41]([O:43][C:44]([CH3:47])([CH3:46])[CH3:45])=[O:42])[CH2:39][CH:40]=2)O1.C(=O)([O-])[O-].[K+].[K+]. Product: [NH2:17][C:15]([C:6]1[CH:7]=[N:8][C:9]2[C:4]([C:5]=1[NH:18][C:19]1[CH:24]=[CH:23][C:22]([F:25])=[CH:21][C:20]=1[F:26])=[CH:3][C:2]([C:35]1[CH2:40][CH2:39][N:38]([C:41]([O:43][C:44]([CH3:47])([CH3:46])[CH3:45])=[O:42])[CH2:37][CH:36]=1)=[C:11]([O:12][CH2:13][CH3:14])[CH:10]=2)=[O:16]. The catalyst class is: 70. (5) The catalyst class is: 4. Reactant: [C:1]([C:5]1[CH:6]=[CH:7][C:8]([Cl:44])=[C:9]([CH:43]=1)[O:10][C:11]1[S:12][CH:13]=[C:14]([C:16]([NH:18][C:19]2[C:20]([O:41][CH3:42])=[N:21][C:22]([NH:27][CH2:28][CH2:29][N:30]([CH:38]([CH3:40])[CH3:39])C(=O)OC(C)(C)C)=[N:23][C:24]=2[O:25][CH3:26])=[O:17])[N:15]=1)([CH3:4])([CH3:3])[CH3:2].FC(F)(F)C(O)=O. Product: [C:1]([C:5]1[CH:6]=[CH:7][C:8]([Cl:44])=[C:9]([CH:43]=1)[O:10][C:11]1[S:12][CH:13]=[C:14]([C:16]([NH:18][C:19]2[C:20]([O:41][CH3:42])=[N:21][C:22]([NH:27][CH2:28][CH2:29][NH:30][CH:38]([CH3:39])[CH3:40])=[N:23][C:24]=2[O:25][CH3:26])=[O:17])[N:15]=1)([CH3:3])([CH3:4])[CH3:2]. (6) Reactant: [C:1](Cl)(=O)[C:2]([Cl:4])=[O:3].C1(C)C=CC=CC=1.[CH2:14]([O:25][C:26]1[CH:34]=[CH:33]C(C(O)=O)=[CH:28][CH:27]=1)[CH2:15][CH2:16]/[CH:17]=[CH:18]\[CH2:19][CH2:20][CH2:21][CH2:22][CH2:23][CH3:24]. Product: [CH2:14]([O:25][C:26]1[CH:27]=[CH:28][C:1]([C:2]([Cl:4])=[O:3])=[CH:33][CH:34]=1)[CH2:15][CH2:16]/[CH:17]=[CH:18]\[CH2:19][CH2:20][CH2:21][CH2:22][CH2:23][CH3:24]. The catalyst class is: 85. (7) Reactant: C([N:8]1[CH2:13][CH2:12][N:11]([CH2:14][C:15]2[N:24]=[C:23]([NH:25][CH2:26][CH2:27][CH2:28][N:29]([CH3:31])[CH3:30])[C:22]3[C:17](=[CH:18][CH:19]=[CH:20][CH:21]=3)[N:16]=2)[CH2:10][CH2:9]1)C1C=CC=CC=1.C([O-])=O.[NH4+]. Product: [CH3:31][N:29]([CH3:30])[CH2:28][CH2:27][CH2:26][NH:25][C:23]1[C:22]2[C:17](=[CH:18][CH:19]=[CH:20][CH:21]=2)[N:16]=[C:15]([CH2:14][N:11]2[CH2:10][CH2:9][NH:8][CH2:13][CH2:12]2)[N:24]=1. The catalyst class is: 19.